Dataset: Peptide-MHC class II binding affinity with 134,281 pairs from IEDB. Task: Regression. Given a peptide amino acid sequence and an MHC pseudo amino acid sequence, predict their binding affinity value. This is MHC class II binding data. The peptide sequence is CIPSLEAAVKQAYAA. The MHC is DRB1_1602 with pseudo-sequence DRB1_1602. The binding affinity (normalized) is 0.403.